Dataset: Full USPTO retrosynthesis dataset with 1.9M reactions from patents (1976-2016). Task: Predict the reactants needed to synthesize the given product. The reactants are: [CH2:1]([O:8][C:9]1[N:10]=[N:11][C:12]([CH:23]=[CH2:24])=[CH:13][C:14]=1[O:15][CH2:16][C:17]1[CH:22]=[CH:21][CH:20]=[CH:19][CH:18]=1)[C:2]1[CH:7]=[CH:6][CH:5]=[CH:4][CH:3]=1.C(=O)([O-])[O-].[Cs+].[Cs+].Cl[C:32]1[CH:37]=[CH:36][C:35]([C:38]([F:41])([F:40])[F:39])=[C:34]([C:42]([F:45])([F:44])[F:43])[CH:33]=1. Given the product [CH2:1]([O:8][C:9]1[N:10]=[N:11][C:12](/[CH:23]=[CH:24]/[C:37]2[CH:32]=[CH:33][C:34]([C:42]([F:43])([F:45])[F:44])=[C:35]([C:38]([F:39])([F:41])[F:40])[CH:36]=2)=[CH:13][C:14]=1[O:15][CH2:16][C:17]1[CH:22]=[CH:21][CH:20]=[CH:19][CH:18]=1)[C:2]1[CH:3]=[CH:4][CH:5]=[CH:6][CH:7]=1, predict the reactants needed to synthesize it.